This data is from Full USPTO retrosynthesis dataset with 1.9M reactions from patents (1976-2016). The task is: Predict the reactants needed to synthesize the given product. (1) The reactants are: [Br:1]Br.[CH:3]([C:6]1[CH:11]=[CH:10][C:9]([C:12]2[N:16]([CH2:17][CH2:18][O:19][CH3:20])[C:15]3[C:21]([O:35][CH3:36])=[CH:22][C:23]([CH2:25][C:26]4[CH:31]=[CH:30][CH:29]=[CH:28][C:27]=4[S:32]([CH3:34])=[O:33])=[CH:24][C:14]=3[N:13]=2)=[CH:8][CH:7]=1)([CH3:5])[CH3:4].CCOC(C)=O. Given the product [Br:1][C:24]1[C:14]2[N:13]=[C:12]([C:9]3[CH:10]=[CH:11][C:6]([CH:3]([CH3:5])[CH3:4])=[CH:7][CH:8]=3)[N:16]([CH2:17][CH2:18][O:19][CH3:20])[C:15]=2[C:21]([O:35][CH3:36])=[CH:22][C:23]=1[CH2:25][C:26]1[CH:31]=[CH:30][CH:29]=[CH:28][C:27]=1[S:32]([CH3:34])=[O:33], predict the reactants needed to synthesize it. (2) Given the product [CH3:1][N:2]([CH2:3][C:4]1[CH:9]=[CH:8][C:7]([C:10]([N:12]2[CH2:18][C:17]3([CH3:20])[CH2:19][CH:13]2[CH2:14][C:15]([CH3:22])([CH3:21])[CH2:16]3)=[O:11])=[CH:6][CH:5]=1)[C:32]([CH:29]1[CH2:28][CH2:27][N:26]([C:23](=[O:25])[CH3:24])[CH2:31][CH2:30]1)=[O:33], predict the reactants needed to synthesize it. The reactants are: [CH3:1][NH:2][CH2:3][C:4]1[CH:9]=[CH:8][C:7]([C:10]([N:12]2[CH2:18][C:17]3([CH3:20])[CH2:19][CH:13]2[CH2:14][C:15]([CH3:22])([CH3:21])[CH2:16]3)=[O:11])=[CH:6][CH:5]=1.[C:23]([N:26]1[CH2:31][CH2:30][CH:29]([C:32](Cl)=[O:33])[CH2:28][CH2:27]1)(=[O:25])[CH3:24]. (3) The reactants are: C(OC([N:8]1[CH2:13][CH2:12][N:11]([C:14]2[C:23]3[CH2:22][CH2:21][CH2:20][C:19]4[CH:24]=[C:25]([N:28]5[CH2:32][C@H:31]([CH2:33][NH:34][C:35](=[O:37])[CH3:36])[O:30][C:29]5=[O:38])[CH:26]=[CH:27][C:18]=4[C:17]=3[NH:16][N:15]=2)[CH2:10][CH2:9]1)=O)(C)(C)C.CO.C(Cl)(=O)C. Given the product [O:38]=[C:29]1[N:28]([C:25]2[CH:26]=[CH:27][C:18]3[C:17]4[NH:16][N:15]=[C:14]([N:11]5[CH2:10][CH2:9][NH:8][CH2:13][CH2:12]5)[C:23]=4[CH2:22][CH2:21][CH2:20][C:19]=3[CH:24]=2)[CH2:32][C@H:31]([CH2:33][NH:34][C:35](=[O:37])[CH3:36])[O:30]1, predict the reactants needed to synthesize it. (4) Given the product [OH:18][C@H:17]1[C@H:16]([OH:19])[C@@H:15]([OH:20])[CH2:14][N:13]([S:21]([C:24]2[CH:25]=[CH:26][C:27]([O:30][C:31]3[CH:32]=[CH:33][CH:34]=[CH:35][CH:36]=3)=[CH:28][CH:29]=2)(=[O:22])=[O:23])[C@H:12]1[C:10]([OH:11])=[O:38], predict the reactants needed to synthesize it. The reactants are: C(ON[C:10]([C@H:12]1[C@@H:17]([OH:18])[C@H:16]([OH:19])[C@@H:15]([OH:20])[CH2:14][N:13]1[S:21]([C:24]1[CH:29]=[CH:28][C:27]([O:30][C:31]2[CH:36]=[CH:35][CH:34]=[CH:33][CH:32]=2)=[CH:26][CH:25]=1)(=[O:23])=[O:22])=[O:11])C1C=CC=CC=1.C[OH:38].